This data is from Catalyst prediction with 721,799 reactions and 888 catalyst types from USPTO. The task is: Predict which catalyst facilitates the given reaction. (1) Product: [CH3:19][N:20]([CH2:15][C:14]1[CH:17]=[CH:18][C:11]([C:8]2[S:9][C:10]3[CH:2]([OH:1])[CH2:3][CH2:4][CH2:5][C:6]=3[N:7]=2)=[CH:12][CH:13]=1)[CH3:21]. Reactant: [OH:1][CH:2]1[C:10]2[S:9][C:8]([C:11]3[CH:18]=[CH:17][C:14]([CH:15]=O)=[CH:13][CH:12]=3)=[N:7][C:6]=2[CH2:5][CH2:4][CH2:3]1.[CH3:19][NH:20][CH3:21].[BH4-].[Na+]. The catalyst class is: 1. (2) Reactant: [NH2:1][C:2]1[C:3]([C:13]([OH:15])=[O:14])=[CH:4][C:5]2[C:10]([C:11]=1[Cl:12])=[CH:9][CH:8]=[CH:7][CH:6]=2.[Br:16]Br. Product: [NH2:1][C:2]1[C:3]([C:13]([OH:15])=[O:14])=[CH:4][C:5]2[C:10]([C:11]=1[Cl:12])=[CH:9][CH:8]=[C:7]([Br:16])[CH:6]=2. The catalyst class is: 15. (3) Reactant: [Cl:1][C:2]1[N:11]=[C:10](Cl)[C:9]2[C:4](=[CH:5][C:6]([O:15][CH3:16])=[C:7]([O:13][CH3:14])[CH:8]=2)[N:3]=1.[NH2:17][C:18]1[CH:19]=[C:20]2[C:24](=[CH:25][CH:26]=1)[NH:23][N:22]=[CH:21]2.C([O-])(=O)C.[K+]. Product: [Cl:1][C:2]1[N:11]=[C:10]([NH:17][C:18]2[CH:19]=[C:20]3[C:24](=[CH:25][CH:26]=2)[NH:23][N:22]=[CH:21]3)[C:9]2[C:4](=[CH:5][C:6]([O:15][CH3:16])=[C:7]([O:13][CH3:14])[CH:8]=2)[N:3]=1. The catalyst class is: 7.